Dataset: Catalyst prediction with 721,799 reactions and 888 catalyst types from USPTO. Task: Predict which catalyst facilitates the given reaction. (1) Reactant: [I:1][CH3:2].[CH3:3][C:4]1[N:8]=[C:7]([CH3:9])[N:6]([C:10]2[CH:15]=[CH:14][C:13]([NH:16][C:17]([NH2:19])=[S:18])=[CH:12][C:11]=2[F:20])[N:5]=1. Product: [IH:1].[CH3:3][C:4]1[N:8]=[C:7]([CH3:9])[N:6]([C:10]2[CH:15]=[CH:14][C:13]([NH:16][C:17]([S:18][CH3:2])=[NH:19])=[CH:12][C:11]=2[F:20])[N:5]=1. The catalyst class is: 8. (2) Reactant: CN(C(ON1N=NC2C=CC=CC1=2)=[N+](C)C)C.[B-](F)(F)(F)F.CN1CCOCC1.Cl.[F:31][C:32]1[CH:37]=[CH:36][C:35]([CH:38]2[CH2:43][N:42]3[CH:44]=[C:45]([C:47]([OH:49])=O)[N:46]=[C:41]3[CH2:40][CH2:39]2)=[CH:34][C:33]=1[CH3:50].[F:51][C:52]([F:66])([F:65])[C:53]1[CH:54]=[C:55]([N:59]2[CH2:64][CH2:63][NH:62][CH2:61][CH2:60]2)[CH:56]=[CH:57][CH:58]=1. Product: [F:31][C:32]1[CH:37]=[CH:36][C:35]([CH:38]2[CH2:43][N:42]3[CH:44]=[C:45]([C:47]([N:62]4[CH2:61][CH2:60][N:59]([C:55]5[CH:56]=[CH:57][CH:58]=[C:53]([C:52]([F:65])([F:66])[F:51])[CH:54]=5)[CH2:64][CH2:63]4)=[O:49])[N:46]=[C:41]3[CH2:40][CH2:39]2)=[CH:34][C:33]=1[CH3:50]. The catalyst class is: 3.